From a dataset of Forward reaction prediction with 1.9M reactions from USPTO patents (1976-2016). Predict the product of the given reaction. (1) Given the reactants [CH:1]([C:4]1[N:5]([CH:9]([CH2:15][CH3:16])[C:10]([O:12]CC)=[O:11])[CH:6]=[CH:7][N:8]=1)([CH3:3])[CH3:2].Cl, predict the reaction product. The product is: [CH:1]([C:4]1[N:5]([CH:9]([CH2:15][CH3:16])[C:10]([OH:12])=[O:11])[CH:6]=[CH:7][N:8]=1)([CH3:3])[CH3:2]. (2) Given the reactants Cl[C:2]1[CH:7]=[C:6]([O:8][CH2:9][C:10]#[CH:11])[N:5]=[CH:4][N:3]=1.C(=O)([O-])[O-].[K+].[K+].[F:18][C:19]1[CH:20]=[C:21]([OH:25])[CH:22]=[CH:23][CH:24]=1.[Cl-].[NH4+], predict the reaction product. The product is: [F:18][C:19]1[CH:20]=[C:21]([CH:22]=[CH:23][CH:24]=1)[O:25][C:2]1[CH:7]=[C:6]([O:8][CH2:9][C:10]#[CH:11])[N:5]=[CH:4][N:3]=1. (3) Given the reactants [N+:1]([C:4]1[C:9]2[N:10]=[C:11]([SH:13])[O:12][C:8]=2[CH:7]=[CH:6][CH:5]=1)([O-:3])=[O:2].[C:14](=O)([O-])[O-].[K+].[K+].CI, predict the reaction product. The product is: [CH3:14][S:13][C:11]1[O:12][C:8]2[CH:7]=[CH:6][CH:5]=[C:4]([N+:1]([O-:3])=[O:2])[C:9]=2[N:10]=1. (4) Given the reactants [Br:1][C:2]1[CH:3]=[C:4]2[C:13](=[CH:14][CH:15]=1)[C:7]1([CH2:12][CH2:11][O:10][CH2:9][CH2:8]1)[CH:6]=[C:5]2[CH2:16][CH3:17].C1C(=O)N([Br:25])C(=O)C1, predict the reaction product. The product is: [Br:1][C:2]1[CH:3]=[C:4]2[C:13](=[CH:14][CH:15]=1)[C:7]1([CH2:8][CH2:9][O:10][CH2:11][CH2:12]1)[CH:6]=[C:5]2[CH:16]([Br:25])[CH3:17]. (5) Given the reactants [C:1]([CH:9]1[O:14][CH2:13][CH2:12][N:11](CC2C=CC=CC=2)[CH2:10]1)(=[O:8])[C:2]1[CH:7]=[CH:6][CH:5]=[CH:4][CH:3]=1.[Cl:22]COC(Cl)=O, predict the reaction product. The product is: [ClH:22].[C:1]([CH:9]1[O:14][CH2:13][CH2:12][NH:11][CH2:10]1)(=[O:8])[C:2]1[CH:3]=[CH:4][CH:5]=[CH:6][CH:7]=1. (6) Given the reactants CN(C(ON1N=NC2C=CC=CC1=2)=[N+](C)C)C.[B-](F)(F)(F)F.[C:23]([C:25]1[C:26]([N:36]2[CH2:41][CH2:40][CH:39]([C:42]([OH:44])=O)[CH2:38][CH2:37]2)=[N:27][C:28]([CH3:35])=[C:29]([C:31]([O:33][CH3:34])=[O:32])[CH:30]=1)#[N:24].CCN(C(C)C)C(C)C.[C:54]1([CH2:60][S:61]([NH2:64])(=[O:63])=[O:62])[CH:59]=[CH:58][CH:57]=[CH:56][CH:55]=1.C([O-])(O)=O.[Na+], predict the reaction product. The product is: [CH2:60]([S:61]([NH:64][C:42]([CH:39]1[CH2:38][CH2:37][N:36]([C:26]2[C:25]([C:23]#[N:24])=[CH:30][C:29]([C:31]([O:33][CH3:34])=[O:32])=[C:28]([CH3:35])[N:27]=2)[CH2:41][CH2:40]1)=[O:44])(=[O:63])=[O:62])[C:54]1[CH:59]=[CH:58][CH:57]=[CH:56][CH:55]=1.